From a dataset of Forward reaction prediction with 1.9M reactions from USPTO patents (1976-2016). Predict the product of the given reaction. Given the reactants [Cl:1][C:2]1[CH:7]=[C:6]([C:8]2(O)[CH2:13][CH2:12][CH:11]([CH3:14])[CH2:10][CH2:9]2)[CH:5]=[CH:4][N:3]=1.CC1C=CC(S(O)(=O)=O)=CC=1, predict the reaction product. The product is: [Cl:1][C:2]1[CH:7]=[C:6]([C:8]2[CH2:13][CH2:12][CH:11]([CH3:14])[CH2:10][CH:9]=2)[CH:5]=[CH:4][N:3]=1.